This data is from Catalyst prediction with 721,799 reactions and 888 catalyst types from USPTO. The task is: Predict which catalyst facilitates the given reaction. (1) Reactant: [F:8][C:7]([F:10])([F:9])[C:6](O[C:6](=[O:11])[C:7]([F:10])([F:9])[F:8])=[O:11].[CH2:14]([N:21]1[CH2:28][C:25]2([CH2:27][CH2:26]2)[NH:24][CH2:23][CH2:22]1)[C:15]1[CH:20]=[CH:19][CH:18]=[CH:17][CH:16]=1.C(N(CC)CC)C.C(=O)(O)[O-].[Na+]. Product: [CH2:14]([N:21]1[CH2:28][C:25]2([CH2:27][CH2:26]2)[N:24]([C:6](=[O:11])[C:7]([F:8])([F:9])[F:10])[CH2:23][CH2:22]1)[C:15]1[CH:20]=[CH:19][CH:18]=[CH:17][CH:16]=1. The catalyst class is: 452. (2) Reactant: [Cl:1][C:2]1[CH:3]=[C:4]([CH:27]=[CH:28][C:29]=1[Cl:30])[CH2:5][NH:6][CH:7]1[CH2:15][C:14]2[C:9](=[CH:10][CH:11]=[C:12]([NH:16][C:17]3[CH:26]=[CH:25][CH:24]=[CH:23][C:18]=3[C:19]([O:21]C)=[O:20])[CH:13]=2)[CH2:8]1.[OH-].[Na+]. Product: [Cl:1][C:2]1[CH:3]=[C:4]([CH:27]=[CH:28][C:29]=1[Cl:30])[CH2:5][NH:6][CH:7]1[CH2:15][C:14]2[C:9](=[CH:10][CH:11]=[C:12]([NH:16][C:17]3[CH:26]=[CH:25][CH:24]=[CH:23][C:18]=3[C:19]([OH:21])=[O:20])[CH:13]=2)[CH2:8]1. The catalyst class is: 36. (3) Reactant: [CH3:1][O:2][C:3]1[CH:11]=[CH:10][C:9]([N+:12]([O-])=O)=[C:8]2[C:4]=1[CH2:5][N:6]([CH3:16])[C:7]2=[O:15]. Product: [NH2:12][C:9]1[CH:10]=[CH:11][C:3]([O:2][CH3:1])=[C:4]2[C:8]=1[C:7](=[O:15])[N:6]([CH3:16])[CH2:5]2. The catalyst class is: 515. (4) Reactant: [C:1]([O:4][CH2:5][C:6]1[C:7](Br)=[C:8]([CH2:12][CH2:13][CH2:14][C:15]([O-:17])=[O:16])[CH:9]=[CH:10][CH:11]=1)(=[O:3])[CH3:2].[B:19]1([B:19]2[O:23][C:22]([CH3:25])([CH3:24])[C:21]([CH3:27])([CH3:26])[O:20]2)[O:23][C:22]([CH3:25])([CH3:24])[C:21]([CH3:27])([CH3:26])[O:20]1.[CH3:37]C([O-])=O.[K+]. Product: [C:1]([O:4][CH2:5][C:6]1[C:7]([B:19]2[O:23][C:22]([CH3:25])([CH3:24])[C:21]([CH3:27])([CH3:26])[O:20]2)=[C:8]([CH2:12][CH2:13][CH2:14][C:15]([O:17][CH3:37])=[O:16])[CH:9]=[CH:10][CH:11]=1)(=[O:3])[CH3:2]. The catalyst class is: 12. (5) Reactant: [CH3:1][O:2][C:3](=[O:11])[CH2:4][CH2:5][CH2:6][CH2:7][CH:8]([OH:10])[CH3:9].Cl[C:13]1[C:14]2[C:21]([C:22]3[CH:27]=[CH:26][C:25]([CH2:28][CH3:29])=[CH:24][CH:23]=3)=[C:20]([C:30]3[CH:35]=[CH:34][CH:33]=[CH:32][CH:31]=3)[O:19][C:15]=2[N:16]=[CH:17][N:18]=1.C(O)(=O)CC(CC(O)=O)(C(O)=O)O. Product: [CH3:1][O:2][C:3](=[O:11])[CH2:4][CH2:5][CH2:6][CH2:7][CH:8]([O:10][C:13]1[C:14]2[C:21]([C:22]3[CH:23]=[CH:24][C:25]([CH2:28][CH3:29])=[CH:26][CH:27]=3)=[C:20]([C:30]3[CH:31]=[CH:32][CH:33]=[CH:34][CH:35]=3)[O:19][C:15]=2[N:16]=[CH:17][N:18]=1)[CH3:9]. The catalyst class is: 20. (6) Reactant: [OH:1][CH2:2][CH2:3][CH2:4][C:5]1[CH:13]=[C:12]([F:14])[CH:11]=[CH:10][C:6]=1[C:7]([NH2:9])=[O:8]. Product: [CH:2]([CH2:3][CH2:4][C:5]1[CH:13]=[C:12]([F:14])[CH:11]=[CH:10][C:6]=1[C:7]([NH2:9])=[O:8])=[O:1]. The catalyst class is: 4. (7) Reactant: C(N(CC)CC)C.[NH2:8][C:9]1[N:17]=[C:16]([CH3:18])[CH:15]=[CH:14][C:10]=1[C:11]([OH:13])=O.[OH-].[F:20][C:21]1[CH:26]=[CH:25][CH:24]=[CH:23][C:22]=1[O:27][C:28]1[CH:35]=[CH:34][C:31]([CH2:32][NH2:33])=[CH:30][CH:29]=1.CN([P+](ON1N=NC2C=CC=CC1=2)(N(C)C)N(C)C)C.F[P-](F)(F)(F)(F)F. Product: [F:20][C:21]1[CH:26]=[CH:25][CH:24]=[CH:23][C:22]=1[O:27][C:28]1[CH:35]=[CH:34][C:31]([CH2:32][NH:33][C:11](=[O:13])[C:10]2[CH:14]=[CH:15][C:16]([CH3:18])=[N:17][C:9]=2[NH2:8])=[CH:30][CH:29]=1. The catalyst class is: 136. (8) Reactant: C([O:8][C:9]1[CH:14]=[CH:13][C:12]([C@@H:15]([OH:34])[CH2:16][NH:17][C:18]([CH3:33])([CH3:32])[CH2:19][CH2:20][N:21]2[CH:25]=[C:24]([C:26]3[CH:31]=[CH:30][CH:29]=[CH:28][CH:27]=3)[N:23]=[CH:22]2)=[CH:11][C:10]=1[NH:35][S:36]([C:39]1[CH:44]=[CH:43][CH:42]=[CH:41][CH:40]=1)(=[O:38])=[O:37])C1C=CC=CC=1.[H][H]. Product: [CH3:33][C:18]([NH:17][CH2:16][C@@H:15]([C:12]1[CH:13]=[CH:14][C:9]([OH:8])=[C:10]([NH:35][S:36]([C:39]2[CH:40]=[CH:41][CH:42]=[CH:43][CH:44]=2)(=[O:38])=[O:37])[CH:11]=1)[OH:34])([CH3:32])[CH2:19][CH2:20][N:21]1[CH:25]=[C:24]([C:26]2[CH:31]=[CH:30][CH:29]=[CH:28][CH:27]=2)[N:23]=[CH:22]1. The catalyst class is: 29. (9) Reactant: [CH3:1][CH:2]([CH3:57])[C@H:3]([NH:52][C:53](=[O:56])[O:54][CH3:55])[C:4]([N:6]1[CH2:10][CH2:9][CH2:8][C@H:7]1[C:11]1[NH:12][CH:13]=[C:14]([C:16]2[CH:21]=[CH:20][C:19]([C:22]3[CH:27]=[CH:26][C:25]([C:28]4[N:29]=[C:30]([CH:33]5[CH2:40][C:36]6([CH2:39][NH:38][CH2:37]6)[CH2:35][N:34]5[C:41](=[O:51])[C@@H:42]([NH:46][C:47]([O:49][CH3:50])=[O:48])[CH:43]([CH3:45])[CH3:44])[NH:31][CH:32]=4)=[CH:24][CH:23]=3)=[CH:18][CH:17]=2)[N:15]=1)=[O:5].[CH3:58][N:59]=[C:60]=[O:61].C(=O)([O-])[O-].[K+].[K+]. Product: [CH3:1][CH:2]([CH3:57])[C@H:3]([NH:52][C:53](=[O:56])[O:54][CH3:55])[C:4]([N:6]1[CH2:10][CH2:9][CH2:8][C@H:7]1[C:11]1[NH:12][CH:13]=[C:14]([C:16]2[CH:21]=[CH:20][C:19]([C:22]3[CH:23]=[CH:24][C:25]([C:28]4[N:29]=[C:30]([CH:33]5[CH2:40][C:36]6([CH2:37][N:38]([C:60]([NH:59][CH3:58])=[O:61])[CH2:39]6)[CH2:35][N:34]5[C:41](=[O:51])[C@@H:42]([NH:46][C:47]([O:49][CH3:50])=[O:48])[CH:43]([CH3:44])[CH3:45])[NH:31][CH:32]=4)=[CH:26][CH:27]=3)=[CH:18][CH:17]=2)[N:15]=1)=[O:5]. The catalyst class is: 2. (10) Reactant: [NH:1]1[C:9]2[C:4](=[CH:5][CH:6]=[CH:7][CH:8]=2)[CH:3]=[N:2]1.C([O-])([O-])=O.[K+].[K+].[I:16]I.S([O-])([O-])(=O)=S.[Na+].[Na+]. Product: [I:16][C:3]1[C:4]2[C:9](=[CH:8][CH:7]=[CH:6][CH:5]=2)[NH:1][N:2]=1. The catalyst class is: 18.